From a dataset of Reaction yield outcomes from USPTO patents with 853,638 reactions. Predict the reaction yield, written as a fraction of the theoretical maximum amount of product (1.0 means a 100% yield; for example, 0.34 means a 34% yield). (1) The reactants are [Li+].CCC[CH2-].[CH3:6][C:7]1[S:8][CH:9]=[CH:10][N:11]=1.[Cl:12][C:13]1[CH:20]=[CH:19][C:16]([C:17]#[N:18])=[CH:15][CH:14]=1. The catalyst is C1COCC1. The product is [Cl:12][C:13]1[CH:20]=[CH:19][C:16](/[C:17](/[NH2:18])=[CH:6]/[C:7]2[S:8][CH:9]=[CH:10][N:11]=2)=[CH:15][CH:14]=1. The yield is 0.310. (2) The reactants are [C:1]([C:3](=[C:7]([S:10][CH3:11])SC)[C:4]([NH2:6])=[O:5])#[N:2].[CH3:12][N:13]([CH3:21])[C:14]1[CH:19]=[CH:18][C:17]([NH2:20])=[CH:16][CH:15]=1. The catalyst is C(O)C. The product is [C:1]([C:3](=[C:7]([NH:20][C:17]1[CH:18]=[CH:19][C:14]([N:13]([CH3:21])[CH3:12])=[CH:15][CH:16]=1)[S:10][CH3:11])[C:4]([NH2:6])=[O:5])#[N:2]. The yield is 0.910. (3) The reactants are [CH2:1]([O:3][C:4](=[O:14])[C:5]1[C:10]([CH3:11])=[CH:9][C:8](Cl)=[N:7][C:6]=1[CH3:13])[CH3:2].[N:15]1[CH:20]=[C:19](B(O)O)[CH:18]=[N:17][CH:16]=1.COCCOC. The catalyst is CCOC(C)=O.O.C1C=CC([P]([Pd]([P](C2C=CC=CC=2)(C2C=CC=CC=2)C2C=CC=CC=2)([P](C2C=CC=CC=2)(C2C=CC=CC=2)C2C=CC=CC=2)[P](C2C=CC=CC=2)(C2C=CC=CC=2)C2C=CC=CC=2)(C2C=CC=CC=2)C2C=CC=CC=2)=CC=1. The product is [CH2:1]([O:3][C:4](=[O:14])[C:5]1[C:10]([CH3:11])=[CH:9][C:8]([C:19]2[CH:20]=[N:15][CH:16]=[N:17][CH:18]=2)=[N:7][C:6]=1[CH3:13])[CH3:2]. The yield is 0.850. (4) The reactants are [CH3:1][O:2][C:3]1[CH:8]=[CH:7][CH:6]=[CH:5][C:4]=1[C:9]1[N:17]2[C:12]([S:13][CH2:14][C:15]([C:18]3[CH:23]=[CH:22][C:21]([CH3:24])=[C:20]([N+:25]([O-])=O)[CH:19]=3)=[N:16]2)=[N:11][N:10]=1.O.O.[Sn](Cl)Cl. The catalyst is C(O)C. The product is [NH2:25][C:20]1[CH:19]=[C:18]([C:15]2[CH2:14][S:13][C:12]3=[N:11][N:10]=[C:9]([C:4]4[CH:5]=[CH:6][CH:7]=[CH:8][C:3]=4[O:2][CH3:1])[N:17]3[N:16]=2)[CH:23]=[CH:22][C:21]=1[CH3:24]. The yield is 0.380.